This data is from Forward reaction prediction with 1.9M reactions from USPTO patents (1976-2016). The task is: Predict the product of the given reaction. (1) The product is: [CH2:1]([N:5]1[CH:9]=[C:8]([C:10]2[CH:19]=[C:18]([O:20][CH2:21][CH2:22][C@@H:23]3[NH:37][C:36](=[O:38])[N:35]([CH3:39])[CH2:34][CH2:33][CH2:32][CH2:31][CH:30]=[CH:29][C@H:28]4[C@@:26]([C:40]([NH:54][S:51]([C:48]5([CH3:47])[CH2:50][CH2:49]5)(=[O:53])=[O:52])=[O:41])([CH2:27]4)[NH:25][C:24]3=[O:43])[C:17]3[C:12](=[C:13]([CH3:46])[C:14]([O:44][CH3:45])=[CH:15][CH:16]=3)[N:11]=2)[CH:7]=[N:6]1)[CH:2]([CH3:3])[CH3:4]. Given the reactants [CH2:1]([N:5]1[CH:9]=[C:8]([C:10]2[CH:19]=[C:18]([O:20][CH2:21][CH2:22][C@@H:23]3[NH:37][C:36](=[O:38])[N:35]([CH3:39])[CH2:34][CH2:33][CH2:32][CH2:31][CH:30]=[CH:29][C@H:28]4[C@@:26]([C:40](O)=[O:41])([CH2:27]4)[NH:25][C:24]3=[O:43])[C:17]3[C:12](=[C:13]([CH3:46])[C:14]([O:44][CH3:45])=[CH:15][CH:16]=3)[N:11]=2)[CH:7]=[N:6]1)[CH:2]([CH3:4])[CH3:3].[CH3:47][C:48]1([S:51]([NH2:54])(=[O:53])=[O:52])[CH2:50][CH2:49]1, predict the reaction product. (2) Given the reactants [F:1][C:2]1[CH:8]=[CH:7][C:5]([NH2:6])=[CH:4][C:3]=1[O:9][CH3:10].[Br:11]N1C(=O)CCC1=O, predict the reaction product. The product is: [Br:11][C:7]1[C:5]([NH2:6])=[CH:4][C:3]([O:9][CH3:10])=[C:2]([F:1])[CH:8]=1. (3) The product is: [F:21][C:22]1[CH:23]=[CH:24][C:25]([NH:28][NH:9][C:8]([N:3]2[CH2:4][CH2:5][O:6][CH2:7][C@@H:2]2[CH3:1])=[O:10])=[N:26][CH:27]=1. Given the reactants [CH3:1][C@H:2]1[CH2:7][O:6][CH2:5][CH2:4][NH:3]1.[C:8](Cl)(=[O:10])[NH2:9].CCN(C(C)C)C(C)C.[F:21][C:22]1[CH:23]=[CH:24][C:25]([NH:28]N)=[N:26][CH:27]=1, predict the reaction product. (4) Given the reactants [NH2:1][C@@H:2]([C:6]([OH:8])=[O:7])[C@H:3]([CH3:5])[OH:4].C([O-])(O)=O.[Na+].[C:14](=O)([O-:34])[O:15][CH:16](C1C=CC=CN=1)C1C=CC(C2C=CSC=2)=CC=1.[S:36]1[CH:40]=[CH:39][C:38]([C:41]2[CH:46]=[CH:45][C:44](C3C=CN(C([O-])=O)C(=O)C=3C)=[CH:43][CH:42]=2)=[CH:37]1, predict the reaction product. The product is: [OH:4][C@@H:3]([CH3:5])[C@@H:2]([N:1]([C:44]1[CH:43]=[CH:42][C:41]([C:38]2[CH:39]=[CH:40][S:36][CH:37]=2)=[CH:46][CH:45]=1)[C:14]([O:15][CH3:16])=[O:34])[C:6]([OH:8])=[O:7]. (5) Given the reactants [F:1][C:2]([F:11])([F:10])[C:3]1[CH:4]=[C:5]([CH:7]=[CH:8][CH:9]=1)[NH2:6].[CH:12]1([N:18]=[C:19]=[S:20])[CH2:17][CH2:16][CH2:15][CH2:14][CH2:13]1, predict the reaction product. The product is: [CH:12]1([NH:18][C:19]([NH:6][C:5]2[CH:7]=[CH:8][CH:9]=[C:3]([C:2]([F:10])([F:11])[F:1])[CH:4]=2)=[S:20])[CH2:17][CH2:16][CH2:15][CH2:14][CH2:13]1. (6) Given the reactants Br[C:2]1[N:7]=[C:6]2[N:8]([Si:11]([CH:18]([CH3:20])[CH3:19])([CH:15]([CH3:17])[CH3:16])[CH:12]([CH3:14])[CH3:13])[CH:9]=[CH:10][C:5]2=[CH:4][CH:3]=1.[NH:21]1[CH2:26][CH2:25][S:24](=[O:28])(=[O:27])[CH2:23][CH2:22]1.CC(C)([O-])C.[Na+].[Na+].[Cl-], predict the reaction product. The product is: [O:27]=[S:24]1(=[O:28])[CH2:25][CH2:26][N:21]([C:2]2[N:7]=[C:6]3[N:8]([Si:11]([CH:18]([CH3:20])[CH3:19])([CH:15]([CH3:17])[CH3:16])[CH:12]([CH3:14])[CH3:13])[CH:9]=[CH:10][C:5]3=[CH:4][CH:3]=2)[CH2:22][CH2:23]1. (7) Given the reactants [CH2:1]([N:7]1[CH2:12][CH:11]2[CH:9]([C:10]2([CH3:28])[C:13]2[CH:18]=[CH:17][CH:16]=[C:15]([C:19]3[N:20]=[N:21][NH:22][C:23]=3[Si](C)(C)C)[CH:14]=2)[C:8]1=[O:29])[CH2:2][CH2:3][CH2:4][CH2:5][CH3:6].[F-].[K+], predict the reaction product. The product is: [CH2:1]([N:7]1[CH2:12][CH:11]2[CH:9]([C:10]2([CH3:28])[C:13]2[CH:18]=[CH:17][CH:16]=[C:15]([C:19]3[NH:20][N:21]=[N:22][CH:23]=3)[CH:14]=2)[C:8]1=[O:29])[CH2:2][CH2:3][CH2:4][CH2:5][CH3:6].